This data is from Forward reaction prediction with 1.9M reactions from USPTO patents (1976-2016). The task is: Predict the product of the given reaction. (1) Given the reactants [F:1][C:2]1[CH:7]=[CH:6][C:5]([O:8][CH3:9])=[CH:4][C:3]=1[C:10]1[CH:15]=[CH:14][C:13]([CH:16]=[CH2:17])=[CH:12][CH:11]=1.[CH:18]1([CH:22]([C:28]2[CH:33]=[CH:32][C:31]([CH2:34]O)=[C:30]([OH:36])[CH:29]=2)[CH2:23][C:24]([O:26][CH3:27])=[O:25])[CH2:21][CH2:20][CH2:19]1, predict the reaction product. The product is: [CH:18]1([CH:22]([C:28]2[CH:29]=[C:30]3[C:31]([CH2:34][CH2:17][CH:16]([C:13]4[CH:12]=[CH:11][C:10]([C:3]5[CH:4]=[C:5]([O:8][CH3:9])[CH:6]=[CH:7][C:2]=5[F:1])=[CH:15][CH:14]=4)[O:36]3)=[CH:32][CH:33]=2)[CH2:23][C:24]([O:26][CH3:27])=[O:25])[CH2:19][CH2:20][CH2:21]1. (2) Given the reactants [H-].[Na+].[CH:3]1([NH:8][C:9]2[C:14]([CH:15]=O)=[CH:13][N:12]=[C:11]([S:17][CH3:18])[N:10]=2)[CH2:7][CH2:6][CH2:5][CH2:4]1.[CH3:19][CH2:20][O:21][C:22]([CH3:24])=[O:23], predict the reaction product. The product is: [CH2:20]([O:21][C:22](=[O:23])/[CH:24]=[CH:15]/[C:14]1[C:9]([NH:8][CH:3]2[CH2:7][CH2:6][CH2:5][CH2:4]2)=[N:10][C:11]([S:17][CH3:18])=[N:12][CH:13]=1)[CH3:19]. (3) Given the reactants [CH3:1][N:2]1[CH2:7][CH:6]=[C:5]([C:8]2[C:16]3[C:11](=[N:12][CH:13]=[CH:14][CH:15]=3)[NH:10][CH:9]=2)[CH2:4][CH2:3]1.[CH3:17][O:18][C:19]1[CH:27]=[CH:26][C:22]([C:23](Cl)=[O:24])=[CH:21][CH:20]=1, predict the reaction product. The product is: [CH3:17][O:18][C:19]1[CH:27]=[CH:26][C:22]([C:23]([N:10]2[C:11]3[C:16](=[CH:15][CH:14]=[CH:13][N:12]=3)[C:8]([C:5]3[CH2:4][CH2:3][N:2]([CH3:1])[CH2:7][CH:6]=3)=[CH:9]2)=[O:24])=[CH:21][CH:20]=1. (4) Given the reactants [CH3:1][CH:2]1[CH2:27][CH2:26][N:5]2[C:6]3[CH:7]=[CH:8][C:9]([S:18]([N:21]4[CH2:25][CH2:24][CH2:23][CH2:22]4)(=[O:20])=[O:19])=[CH:10][C:11]=3[C:12]3(OCCC[O:13]3)[C:4]2=[N:3]1.CS(O)(=O)=O.C(Cl)Cl, predict the reaction product. The product is: [CH3:1][CH:2]1[CH2:27][CH2:26][N:5]2[C:6]3[CH:7]=[CH:8][C:9]([S:18]([N:21]4[CH2:22][CH2:23][CH2:24][CH2:25]4)(=[O:20])=[O:19])=[CH:10][C:11]=3[C:12](=[O:13])[C:4]2=[N:3]1. (5) Given the reactants [N:1]1([CH2:6][CH:7]2[CH2:12][CH2:11][N:10]([C:13]3[CH:20]=[CH:19][C:16]([CH:17]=O)=[CH:15][C:14]=3[C:21]([F:24])([F:23])[F:22])[CH2:9][CH2:8]2)[CH2:5][CH2:4][CH2:3][CH2:2]1.[OH:25][CH2:26][CH:27]1[CH2:32][CH2:31][NH:30][CH2:29][CH2:28]1, predict the reaction product. The product is: [N:1]1([CH2:6][CH:7]2[CH2:8][CH2:9][N:10]([C:13]3[CH:20]=[CH:19][C:16]([CH2:17][N:30]4[CH2:31][CH2:32][CH:27]([CH2:26][OH:25])[CH2:28][CH2:29]4)=[CH:15][C:14]=3[C:21]([F:22])([F:23])[F:24])[CH2:11][CH2:12]2)[CH2:2][CH2:3][CH2:4][CH2:5]1. (6) Given the reactants [C:1]1([CH2:7][CH2:8][C:9]([O:11][CH2:12][C@@H:13]2[C@@H:17]([O:18]C(OCC=C)=O)[C:16]([F:26])([F:25])[C@H:15]([N:27]3[CH:32]=[CH:31][C:30]([NH:33]C(OCC=C)=O)=[N:29][C:28]3=[O:40])[O:14]2)=[O:10])[CH:6]=[CH:5][CH:4]=[CH:3][CH:2]=1.C1(P(C2C=CC=CC=2)C2C=CC=CC=2)C=CC=CC=1.C(CN)O.C(O)=O, predict the reaction product. The product is: [NH2:33][C:30]1[CH:31]=[CH:32][N:27]([C@H:15]2[C:16]([F:25])([F:26])[C@H:17]([OH:18])[C@@H:13]([CH2:12][O:11][C:9](=[O:10])[CH2:8][CH2:7][C:1]3[CH:6]=[CH:5][CH:4]=[CH:3][CH:2]=3)[O:14]2)[C:28](=[O:40])[N:29]=1.